This data is from Full USPTO retrosynthesis dataset with 1.9M reactions from patents (1976-2016). The task is: Predict the reactants needed to synthesize the given product. Given the product [CH3:42][C:41]1[CH:40]=[C:39]([CH3:43])[NH:38][C:37](=[O:44])[C:36]=1[CH2:35][NH:34][C:33](=[O:45])[C:20]1[CH:21]=[C:22]([C:24]#[C:25][CH2:26][N:27]2[CH2:32][CH2:31][O:30][CH2:29][CH2:28]2)[CH:23]=[C:18]([N:15]([CH2:16][CH3:17])[C@H:12]2[CH2:13][CH2:14][C@H:9]([NH:7][CH3:6])[CH2:10][CH2:11]2)[C:19]=1[CH3:46], predict the reactants needed to synthesize it. The reactants are: C(O[C:6](=O)[N:7]([C@H:9]1[CH2:14][CH2:13][C@H:12]([N:15]([C:18]2[CH:23]=[C:22]([C:24]#[C:25][CH2:26][N:27]3[CH2:32][CH2:31][O:30][CH2:29][CH2:28]3)[CH:21]=[C:20]([C:33](=[O:45])[NH:34][CH2:35][C:36]3[C:37](=[O:44])[NH:38][C:39]([CH3:43])=[CH:40][C:41]=3[CH3:42])[C:19]=2[CH3:46])[CH2:16][CH3:17])[CH2:11][CH2:10]1)C)(C)(C)C.C(O)(C(F)(F)F)=O.